Dataset: Catalyst prediction with 721,799 reactions and 888 catalyst types from USPTO. Task: Predict which catalyst facilitates the given reaction. Reactant: [N:1]1[C:10]2[C:5](=[CH:6][CH:7]=[CH:8][CH:9]=2)[CH:4]=[CH:3][C:2]=1[N:11]1[CH2:14][CH:13]([OH:15])[CH2:12]1.[H-].[Na+].Cl[C:19]1[N:20]=[N:21][C:22]([Cl:34])=[CH:23][C:24]=1[N:25]1[CH2:30][CH2:29][CH:28]([C:31](=[O:33])[CH3:32])[CH2:27][CH2:26]1. Product: [Cl:34][C:22]1[N:21]=[N:20][C:19]([O:15][CH:13]2[CH2:12][N:11]([C:2]3[CH:3]=[CH:4][C:5]4[C:10](=[CH:9][CH:8]=[CH:7][CH:6]=4)[N:1]=3)[CH2:14]2)=[C:24]([N:25]2[CH2:30][CH2:29][CH:28]([C:31](=[O:33])[CH3:32])[CH2:27][CH2:26]2)[CH:23]=1. The catalyst class is: 18.